Dataset: Full USPTO retrosynthesis dataset with 1.9M reactions from patents (1976-2016). Task: Predict the reactants needed to synthesize the given product. (1) Given the product [C:13]([O:17][C:18]([N:19]([CH2:23][C:24]1[CH:25]=[C:26]([F:33])[CH:27]=[C:28]2[C:32]=1[NH:31][CH:30]=[CH:29]2)[CH2:20][CH2:21][O:22][S:9]([CH3:8])(=[O:11])=[O:10])=[O:34])([CH3:16])([CH3:14])[CH3:15], predict the reactants needed to synthesize it. The reactants are: C(N(CC)CC)C.[CH3:8][S:9](Cl)(=[O:11])=[O:10].[C:13]([O:17][C:18](=[O:34])[N:19]([CH2:23][C:24]1[CH:25]=[C:26]([F:33])[CH:27]=[C:28]2[C:32]=1[NH:31][CH:30]=[CH:29]2)[CH2:20][CH2:21][OH:22])([CH3:16])([CH3:15])[CH3:14]. (2) Given the product [O:11]1[C:15]2[CH:16]=[CH:17][C:18]([C:2]3[CH:8]=[C:7]([F:9])[C:5]([NH2:6])=[C:4]([F:10])[CH:3]=3)=[CH:19][C:14]=2[O:13][CH2:12]1, predict the reactants needed to synthesize it. The reactants are: Br[C:2]1[CH:8]=[C:7]([F:9])[C:5]([NH2:6])=[C:4]([F:10])[CH:3]=1.[O:11]1[C:15]2[CH:16]=[CH:17][C:18](B(O)O)=[CH:19][C:14]=2[O:13][CH2:12]1.